This data is from CYP2D6 inhibition data for predicting drug metabolism from PubChem BioAssay. The task is: Regression/Classification. Given a drug SMILES string, predict its absorption, distribution, metabolism, or excretion properties. Task type varies by dataset: regression for continuous measurements (e.g., permeability, clearance, half-life) or binary classification for categorical outcomes (e.g., BBB penetration, CYP inhibition). Dataset: cyp2d6_veith. (1) The compound is CNc1cc(-c2ccccc2CN(C)C)ncn1. The result is 1 (inhibitor). (2) The compound is COc1cc(C2C(C#N)=C(N)Oc3c2ccc2ccccc32)ccc1OCC(=O)Nc1ccccc1C. The result is 0 (non-inhibitor). (3) The molecule is CCOC(=O)CC(=O)Nc1ccccc1C(=O)O. The result is 0 (non-inhibitor). (4) The result is 0 (non-inhibitor). The molecule is Nc1nc2c(c(=O)[nH]1)N[C@H](CCNc1ccc(C(=O)O)cc1)CN2. (5) The drug is Cc1ccc(NC(=S)NC(=O)c2c(-c3ccccc3Cl)noc2C)cc1. The result is 0 (non-inhibitor). (6) The drug is Cc1cc(=O)oc(C)c1C(=O)Nc1ccc(Cl)cn1. The result is 0 (non-inhibitor). (7) The drug is O=C(COc1ccccc1Cl)NC(=S)Nc1cccc(NC(=O)c2ccccc2Cl)c1. The result is 0 (non-inhibitor). (8) The drug is C[C@H]1COC(=O)[C@H](Cc2ccccc2)NC(=O)[C@@H](C)COC(=O)[C@H](Cc2ccccc2)NC1=O. The result is 0 (non-inhibitor). (9) The drug is CN(Cc1ccco1)c1ncnc2ccc(-c3ccccc3C(F)(F)F)cc12. The result is 1 (inhibitor).